Dataset: Catalyst prediction with 721,799 reactions and 888 catalyst types from USPTO. Task: Predict which catalyst facilitates the given reaction. (1) Reactant: P(Cl)(Cl)(Cl)(Cl)Cl.[CH3:7][O:8][C:9]1[C:14]([C:15]([NH:17][CH:18]2[CH2:23][CH2:22][CH:21]([O:24][C:25](=[O:27])[CH3:26])[CH2:20][CH:19]2[C:28]2[CH:33]=[CH:32][C:31]([O:34][CH3:35])=[C:30]([O:36][CH2:37][CH3:38])[CH:29]=2)=O)=[CH:13][CH:12]=[C:11]([O:39][CH3:40])[N:10]=1.C(N(CC)CC)C.O. Product: [CH3:7][O:8][C:9]1[C:14]([C:15]2[C:33]3[C:28](=[CH:29][C:30]([O:36][CH2:37][CH3:38])=[C:31]([O:34][CH3:35])[CH:32]=3)[CH:19]3[CH:18]([CH2:23][CH2:22][CH:21]([O:24][C:25](=[O:27])[CH3:26])[CH2:20]3)[N:17]=2)=[CH:13][CH:12]=[C:11]([O:39][CH3:40])[N:10]=1. The catalyst class is: 4. (2) Reactant: C(N(CC)CC)C.S(O)(O)(=O)=O.[CH:13]1[C:29]2[CH2:28][C@H:27]3[N:30]([CH2:32][CH2:33][C@@:19]45[C@H:26]3[CH:25]=[CH:24][C@H:22]([OH:23])[C@@H:20]4[O:21][C:17]([C:18]=25)=[C:15]([OH:16])[CH:14]=1)[CH3:31].[C:34]1(=[O:40])[O:39][C:37](=[O:38])[CH2:36][CH2:35]1.CC[OH:43].O. Product: [CH:13]1[C:29]2[CH2:28][C@H:27]3[N:30]([CH2:32][CH2:33][C@@:19]45[C@H:26]3[CH:25]=[CH:24][C@H:22]([OH:23])[C@@H:20]4[O:21][C:17]([C:18]=25)=[C:15]([OH:16])[CH:14]=1)[CH3:31].[C:34]([O-:39])(=[O:40])[CH2:35][CH2:36][C:37]([O-:43])=[O:38]. The catalyst class is: 3. (3) Reactant: FC(F)(F)C(O)=O.C[O:9][CH:10](OC)[CH2:11][N:12]1[C:17](=[O:18])[CH:16]=[N:15][C:14]2[CH:19]=[CH:20][C:21]([O:23][CH3:24])=[N:22][C:13]1=2. Product: [CH3:24][O:23][C:21]1[CH:20]=[CH:19][C:14]2[N:15]=[CH:16][C:17](=[O:18])[N:12]([CH2:11][CH:10]=[O:9])[C:13]=2[N:22]=1. The catalyst class is: 6. (4) Reactant: [OH:1][C:2]1[C:11]2[C:10](=[O:12])[N:9]([CH3:13])[CH:8]=[N:7][C:6]=2[N:5]([CH3:14])[C:4](=[O:15])[CH:3]=1.[C:16]1([CH3:26])[CH:21]=[CH:20][C:19]([S:22](Cl)(=[O:24])=[O:23])=[CH:18][CH:17]=1.C(N(CC)CC)C. Product: [CH3:26][C:16]1[CH:21]=[CH:20][C:19]([S:22]([O:1][C:2]2[C:11]3[C:10](=[O:12])[N:9]([CH3:13])[CH:8]=[N:7][C:6]=3[N:5]([CH3:14])[C:4](=[O:15])[CH:3]=2)(=[O:24])=[O:23])=[CH:18][CH:17]=1. The catalyst class is: 10. (5) Reactant: [Cl:1][C:2]1[CH:18]=[CH:17][C:16]([Cl:19])=[CH:15][C:3]=1[O:4][C:5]1[N:13]=[CH:12][C:11]([F:14])=[CH:10][C:6]=1[C:7](Cl)=[O:8].C(N(C(C)C)C(C)C)C.[CH3:29][O:30][C:31]([CH:33]1[C:42]2[C:37](=[CH:38][CH:39]=[CH:40][CH:41]=2)[NH:36][CH2:35][CH2:34]1)=[O:32]. Product: [CH3:29][O:30][C:31]([CH:33]1[C:42]2[C:37](=[CH:38][CH:39]=[CH:40][CH:41]=2)[N:36]([C:7]([C:6]2[C:5]([O:4][C:3]3[CH:15]=[C:16]([Cl:19])[CH:17]=[CH:18][C:2]=3[Cl:1])=[N:13][CH:12]=[C:11]([F:14])[CH:10]=2)=[O:8])[CH2:35][CH2:34]1)=[O:32]. The catalyst class is: 3. (6) The catalyst class is: 3. Product: [C:1]([O:5][C:6](=[O:14])[NH:7][C@H:8]([CH2:12][NH:13][C:24]([C:17]1[C:16]([NH2:15])=[N:21][C:20]([NH2:22])=[C:19]([Cl:23])[N:18]=1)=[O:25])[CH2:9][CH2:10][CH3:11])([CH3:2])([CH3:3])[CH3:4]. Reactant: [C:1]([O:5][C:6](=[O:14])[NH:7][C@H:8]([CH2:12][NH2:13])[CH2:9][CH2:10][CH3:11])([CH3:4])([CH3:3])[CH3:2].[NH2:15][C:16]1[C:17]([C:24](O)=[O:25])=[N:18][C:19]([Cl:23])=[C:20]([NH2:22])[N:21]=1.CN1CCOCC1.CN(C(ON1N=NC2C=CC=NC1=2)=[N+](C)C)C.F[P-](F)(F)(F)(F)F. (7) Reactant: [O:1]([C:4]1[CH:5]=[C:6]([C:16]2[CH:17]=[CH:18][C:19]([N:22]3[CH2:28][CH2:27][CH2:26][N:25]([C:29]4[CH:34]=[CH:33][C:32]([C:35]5[CH:40]=[C:39]([O:41][CH2:42][CH3:43])[C:38]([O:44][CH2:45][CH3:46])=[C:37]([O:47][CH2:48][CH3:49])[CH:36]=5)=[CH:31][N:30]=4)[CH2:24][CH2:23]3)=[N:20][CH:21]=2)[CH:7]=[C:8]([O:13][CH2:14][CH3:15])[C:9]=1[O:10][CH2:11][CH3:12])[CH2:2][CH3:3].[CH3:50][S:51]([OH:54])(=[O:53])=[O:52]. Product: [CH3:50][S:51]([OH:54])(=[O:53])=[O:52].[CH3:50][S:51]([OH:54])(=[O:53])=[O:52].[CH2:48]([O:47][C:37]1[CH:36]=[C:35]([C:32]2[CH:33]=[CH:34][C:29]([N:25]3[CH2:26][CH2:27][CH2:28][N:22]([C:19]4[CH:18]=[CH:17][C:16]([C:6]5[CH:7]=[C:8]([O:13][CH2:14][CH3:15])[C:9]([O:10][CH2:11][CH3:12])=[C:4]([O:1][CH2:2][CH3:3])[CH:5]=5)=[CH:21][N:20]=4)[CH2:23][CH2:24]3)=[N:30][CH:31]=2)[CH:40]=[C:39]([O:41][CH2:42][CH3:43])[C:38]=1[O:44][CH2:45][CH3:46])[CH3:49]. The catalyst class is: 5. (8) Reactant: C1COCC1.[CH2:6]([N:8]1[CH:13]=[CH:12][C:11]([C@@H:14]2[CH2:19][CH2:18][N:17]([C:20]([O:22][C:23]([CH3:26])([CH3:25])[CH3:24])=[O:21])[CH2:16][C@H:15]2[C:27]([O:29]CC)=[O:28])=[CH:10][C:9]1=[O:32])[CH3:7].[OH-].[Li+]. Product: [CH3:24][C:23]([O:22][C:20]([N:17]1[CH2:18][CH2:19][C@@H:14]([C:11]2[CH:12]=[CH:13][N:8]([CH2:6][CH3:7])[C:9](=[O:32])[CH:10]=2)[C@H:15]([C:27]([OH:29])=[O:28])[CH2:16]1)=[O:21])([CH3:25])[CH3:26]. The catalyst class is: 5. (9) Reactant: [S:1]1[C:5]2[CH:6]=[C:7]([C:10]3([C:13]4[N:17]5[N:18]=[C:19]([C:22]6[CH:31]=[CH:30][C:25]([C:26]([O:28]C)=[O:27])=[CH:24][CH:23]=6)[CH:20]=[N:21][C:16]5=[N:15][N:14]=4)[CH2:12][CH2:11]3)[CH:8]=[CH:9][C:4]=2[N:3]=[CH:2]1.O.[OH-].[Li+].Cl. Product: [S:1]1[C:5]2[CH:6]=[C:7]([C:10]3([C:13]4[N:17]5[N:18]=[C:19]([C:22]6[CH:31]=[CH:30][C:25]([C:26]([OH:28])=[O:27])=[CH:24][CH:23]=6)[CH:20]=[N:21][C:16]5=[N:15][N:14]=4)[CH2:11][CH2:12]3)[CH:8]=[CH:9][C:4]=2[N:3]=[CH:2]1. The catalyst class is: 24.